Task: Binary Classification. Given a drug SMILES string, predict its activity (active/inactive) in a high-throughput screening assay against a specified biological target.. Dataset: HIV replication inhibition screening data with 41,000+ compounds from the AIDS Antiviral Screen (1) The compound is O=c1oc2ccccc2c(O)c1C(c1ccc([N+](=O)[O-])cc1)c1c(O)c2ccccc2oc1=O. The result is 0 (inactive). (2) The compound is CCCCOC(=O)CNC(=O)OCCCCC#CC#CCCCCOC(=O)NCC(=O)OCCCC. The result is 0 (inactive). (3) The molecule is N#CCCC1(CCC#N)CCCCCCC(CCC#N)(CCC#N)C(O)C1O. The result is 0 (inactive). (4) The drug is N#Cc1cc2cccn2c2c1cnn2-c1ccccc1. The result is 0 (inactive). (5) The drug is CC(=O)NC1C(OC(C)C(=O)NC(C(=O)NC(CCC(=O)NCCCNC2c3ccccc3Nc3cccc([N+](=O)[O-])c32)C(N)=O)C(C)C)C(O)C(CO)OC1(C)OCc1ccccc1. The result is 0 (inactive). (6) The molecule is CC(=O)C1C(=O)C(=O)N(c2cccc([N+](=O)[O-])c2)C1=O.[NaH]. The result is 0 (inactive). (7) The compound is COC(=O)C(CCSC)NCc1cc(N(C)C)cc(CNC(CCSC)C(=O)OC)n1. The result is 0 (inactive). (8) The result is 0 (inactive). The drug is COc1ccccc1C(C1=C(O)COC1=O)c1cc2c(cc1OC(C)=O)OCO2. (9) The drug is CN1C2OC3(Cc4ccc5c(c42)OCO5)c2cc4c(cc2CC13)OCO4. The result is 0 (inactive). (10) The compound is COc1ccccc1-n1c(=O)n(C)c(=O)n1C(C)(C)C. The result is 0 (inactive).